Dataset: Full USPTO retrosynthesis dataset with 1.9M reactions from patents (1976-2016). Task: Predict the reactants needed to synthesize the given product. (1) Given the product [CH3:40][NH:41][C:34]([C@H:10]1[C@H:11]([CH2:13][N:14]([CH:31]([CH3:32])[CH3:33])[C:15](=[O:30])[C:16]2[CH:21]=[CH:20][C:19]([O:22][CH3:23])=[C:18]([O:24][CH2:25][CH2:26][CH2:27][O:28][CH3:29])[CH:17]=2)[CH2:12][NH:8][CH2:9]1)=[O:35], predict the reactants needed to synthesize it. The reactants are: C(OC([N:8]1[CH2:12][C@@H:11]([CH2:13][N:14]([CH:31]([CH3:33])[CH3:32])[C:15](=[O:30])[C:16]2[CH:21]=[CH:20][C:19]([O:22][CH3:23])=[C:18]([O:24][CH2:25][CH2:26][CH2:27][O:28][CH3:29])[CH:17]=2)[C@H:10]([C:34](O)=[O:35])[CH2:9]1)=O)(C)(C)C.CN.C[C:40]#[N:41].O. (2) Given the product [Cl:9][C:10]1[C:11]([O:8][C:7]2[C:2]([Cl:1])=[N:3][CH:4]=[CH:5][CH:6]=2)=[CH:12][C:13]2[O:18][CH:17]([C:19]([F:21])([F:20])[F:22])[C:16]([C:23]([OH:25])=[O:24])=[CH:15][C:14]=2[CH:28]=1, predict the reactants needed to synthesize it. The reactants are: [Cl:1][C:2]1[C:7]([OH:8])=[CH:6][CH:5]=[CH:4][N:3]=1.[Cl:9][C:10]1[C:11](F)=[CH:12][C:13]2[O:18][CH:17]([C:19]([F:22])([F:21])[F:20])[C:16]([C:23]([O:25]CC)=[O:24])=[CH:15][C:14]=2[CH:28]=1. (3) Given the product [NH2:1][C@H:2]([C:25]([OH:27])=[O:26])[CH2:3][CH2:4][CH2:5][CH2:6][NH:7][C:8]([O:10][CH2:11][CH:12]1[C:24]2[C:19](=[CH:20][CH:21]=[CH:22][CH:23]=2)[C:18]2[C:13]1=[CH:14][CH:15]=[CH:16][CH:17]=2)=[O:9], predict the reactants needed to synthesize it. The reactants are: [NH:1](C(OC(C)(C)C)=O)[C@H:2]([C:25]([OH:27])=[O:26])[CH2:3][CH2:4][CH2:5][CH2:6][NH:7][C:8]([O:10][CH2:11][CH:12]1[C:24]2[C:19](=[CH:20][CH:21]=[CH:22][CH:23]=2)[C:18]2[C:13]1=[CH:14][CH:15]=[CH:16][CH:17]=2)=[O:9]. (4) Given the product [CH3:24][C:19]1([CH3:25])[C:20]([CH3:23])([CH3:22])[O:21][B:17]([C:2]2[CH:7]=[CH:6][C:5]([N:8]3[C:12]4[CH:13]=[CH:14][CH:15]=[CH:16][C:11]=4[N:10]=[CH:9]3)=[CH:4][CH:3]=2)[O:18]1, predict the reactants needed to synthesize it. The reactants are: Br[C:2]1[CH:7]=[CH:6][C:5]([N:8]2[C:12]3[CH:13]=[CH:14][CH:15]=[CH:16][C:11]=3[N:10]=[CH:9]2)=[CH:4][CH:3]=1.[B:17]1([B:17]2[O:21][C:20]([CH3:23])([CH3:22])[C:19]([CH3:25])([CH3:24])[O:18]2)[O:21][C:20]([CH3:23])([CH3:22])[C:19]([CH3:25])([CH3:24])[O:18]1.C(=O)([O-])[O-].[K+].[K+].